This data is from Experimentally validated miRNA-target interactions with 360,000+ pairs, plus equal number of negative samples. The task is: Binary Classification. Given a miRNA mature sequence and a target amino acid sequence, predict their likelihood of interaction. (1) The protein sequence of the target gene is MGVPKFYRWISERYPCLSEVVKEHQIPEFDNLYLDMNGIIHQCSHPNDDDVHFRISDDKIFTDIFHYLEVLFRIIKPRKVFFMAVDGVAPRAKMNQQRGRRFRSAKEAEDKIKKAIEKGETLPTEARFDSNCITPGTEFMARLHEHLKYFVNMKISTDKSWQGVTIYFSGHETPGEGEHKIMEFIRSEKAKPDHDPNTRHCLYGLDADLIMLGLTSHEAHFSLLREEVRFGGKKTQRVCAPEETTFHLLHLSLMREYIDYEFSVLKEKITFKYDIERIIDDWILMGFLVGNDFIPHLPHL.... The miRNA is hsa-miR-4676-5p with sequence GAGCCAGUGGUGAGACAGUGA. Result: 0 (no interaction). (2) The miRNA is mmu-miR-9-5p with sequence UCUUUGGUUAUCUAGCUGUAUGA. Result: 1 (interaction). The protein sequence of the target gene is MKRKSERRSAWATAPPCSRRSSSSSPGVKKSRSSTPQELHRLEQQDDLYLDITDRLCFAILYSRPKSATNEHYFSIDNELEYENFYADFGPLNLAMVYRYCCKINKKLKSITMLRKKIIHFTGTDQRKQANAAFLVGCYMVIYLGRTPEDAYRTLIFGDTAYIPFRDAAYGSCSFYITLLDCFHAVKKAMQYGFFNFNSFNLDEYEHYEKAENGDFNWIIPERFLAFCGPHSRSRLESGYHQHSPETYIPYFKNHNVTTIIRLNKRMYDAKRFTDAGFDHHDLFFPDGSTPAESIVQEFL.... (3) The miRNA is mmu-miR-25-3p with sequence CAUUGCACUUGUCUCGGUCUGA. The protein sequence of the target gene is MSELTKELMELVWGTKSSPGLSDTIFCRWTQGFVFSESEGSALEQFEGGPCAVIAPVQAFLLKKLLFSSEKSSWRDCSEEEQKELLCHTLCDILESACCDHSGSYCLVSWLRGKTTEETASISGSPAESSCQVEHSSALAVEELGFERFHALIQKRSFRSLPELKDAVLDQYSMWGNKFGVLLFLYSVLLTKGIENIKNEIEDASEPLIDPVYGHGSQSLINLLLTGHAVSNVWDGDRECSGMKLLGIHEQAAVGFLTLMEALRYCKVGSYLKSPKFPIWIVGSETHLTVFFAKDMALVA.... Result: 0 (no interaction). (4) The miRNA is hsa-miR-4537 with sequence UGAGCCGAGCUGAGCUUAGCUG. The protein sequence of the target gene is MAVAVAAAGVLMGSEPGPAEELAKLEYLSLVSKVCTELDNHLGINDKDLAEFVISLAEKNTTFDTFKASLVKNGAEFTDSLISNLLRLIQTMRPPAKPSTSKDPVVKPKTEKEKLRELFPVLCQPDNPSARTMLDEEDVKVAVDVLKELEALMPSAAGQEKQRDPEHRDRTKKKKRSRSRDRDRDRDRDRDRDRDRDRDRDKDRERDRDRERDRERDRERDHKRRHRSRSRSHSRTRERTKGKSRYRSRSRSQSPFKDRKDREKYGERNLDRWRDKHVDRPPPEEPAIGDIYNGKVTSIM.... Result: 0 (no interaction). (5) The protein sequence of the target gene is MRGRRAPRPGSTEVPAAARDADTLRARAASPVRGAQLAEDVGTPTGGGEERRGHQLPTAAPRLRESKPQGGSEDRGTADRDLQRGCQSRSPRTAPPVPGMGDRGAQHERAALQSPGAPEGAAAAVNGLLHNGFHPSAASSRDPPAPRFQLPSELQPQPLFAQHDSPAKKCRLRRRMDSGRKNRPPFPWFGMDIGGTLVKLVYFEPKDITAEEEQEEVENLKSIRKYLTSNTAYGKTGIRDVHLELKNLTMCGRKGNLHFIRFPTCAMHLFIQMGSEKNFSSLHTTLCATGGGAFKFEEDF.... Result: 0 (no interaction). The miRNA is hsa-miR-206 with sequence UGGAAUGUAAGGAAGUGUGUGG. (6) The miRNA is hsa-miR-199b-3p with sequence ACAGUAGUCUGCACAUUGGUUA. The protein sequence of the target gene is MPSLWDRFSSSSTSSSPSSLPRTPTPDRPPRSAWGSATREEGFDRSTSLESSDCESLDSSNSGFGPEEDTAYLDGVSLPDFELLSDPEDEHLCANLMQLLQESLAQARLGSRRPARLLMPSQLVSQVGKELLRLAYSEPCGLRGALLDVCVEQGKSCHSVGQLALDPSLVPTFQLTLVLRLDSRLWPKIQGLFSSANSPFLPGFSQSLTLSTGFRVIKKKLYSSEQLLIEEC. Result: 1 (interaction). (7) The protein sequence of the target gene is MDSDDEVVEEAVEGHLDDDGLPHGFCTVTYSSTDRFEGNFVHGEKNGRGKFFFFDGSTLEGYYVDDALQGQGVYTYEDGGVLQGTYVDGELNGPAQEYDSDGRLIFKGQYKDNNRHGVCWIHYPDGGSLVGEVNEDGEMTGEKIAYVYPDQRTALYGKFIDGEMLEGKLATLMATEEGRPHFEVTSGSSVYHFDKSTSSCISSDALLPDPYESERVYVADSLISSAGEGLFSKVAVGPNTVMSFYNGVRITHQEVDSRDWALNGNTLSLDEETVIDVPEPYNHVSKYCASLGHKANHSFT.... The miRNA is mmu-miR-465b-5p with sequence UAUUUAGAAUGGUGCUGAUCUG. Result: 1 (interaction).